Dataset: Reaction yield outcomes from USPTO patents with 853,638 reactions. Task: Predict the reaction yield, written as a fraction of the theoretical maximum amount of product (1.0 means a 100% yield; for example, 0.34 means a 34% yield). (1) The reactants are [F:1][C:2]1[CH:3]=[C:4]([CH2:9][C:10]#[N:11])[CH:5]=[CH:6][C:7]=1[F:8].[H-].[Na+].Br[CH2:15][CH2:16][CH2:17][CH2:18][CH2:19]Br. The catalyst is CN(C=O)C. The product is [F:1][C:2]1[CH:3]=[C:4]([C:9]2([C:10]#[N:11])[CH2:19][CH2:18][CH2:17][CH2:16][CH2:15]2)[CH:5]=[CH:6][C:7]=1[F:8]. The yield is 0.870. (2) The reactants are [NH2:1][CH2:2][C:3]1[CH:8]=[CH:7][C:6]([C:9]2[C:14]([CH3:15])=[CH:13][CH:12]=[C:11]([NH:16][C:17]([C:19]3([C:22]4[CH:30]=[CH:29][C:25]5[O:26][CH2:27][O:28][C:24]=5[CH:23]=4)[CH2:21][CH2:20]3)=[O:18])[CH:10]=2)=[CH:5][CH:4]=1.[C:31](Cl)(=[O:34])[CH2:32][CH3:33].CCN(CC)CC. The catalyst is ClCCl. The product is [O:26]1[C:25]2[CH:29]=[CH:30][C:22]([C:19]3([C:17]([NH:16][C:11]4[CH:10]=[C:9]([C:6]5[CH:5]=[CH:4][C:3]([CH2:2][NH:1][C:31](=[O:34])[CH2:32][CH3:33])=[CH:8][CH:7]=5)[C:14]([CH3:15])=[CH:13][CH:12]=4)=[O:18])[CH2:20][CH2:21]3)=[CH:23][C:24]=2[O:28][CH2:27]1. The yield is 0.280. (3) The reactants are O1CCCC1.[F:6][C:7]1[CH:8]=[C:9]([CH:21]2[CH2:23][CH:22]2[C:24]([O:26]CC)=[O:25])[CH:10]=[C:11]([F:20])[C:12]=1[C:13]([CH3:19])([CH3:18])[C:14]([F:17])([F:16])[F:15].C([Sn](CCCC)(CCCC)CCCC)=C.[OH-].[Na+]. The catalyst is CO. The product is [F:6][C:7]1[CH:8]=[C:9]([CH:21]2[CH2:23][CH:22]2[C:24]([OH:26])=[O:25])[CH:10]=[C:11]([F:20])[C:12]=1[C:13]([CH3:19])([CH3:18])[C:14]([F:17])([F:15])[F:16]. The yield is 0.540. (4) The reactants are O[N:2]=[C:3]([C:5]1[CH:6]=[C:7]([CH:11]=[CH:12][CH:13]=1)[C:8]([OH:10])=[O:9])[CH3:4].[ClH:14]. The catalyst is [Pd].C(O)C. The product is [ClH:14].[NH2:2][CH:3]([C:5]1[CH:6]=[C:7]([CH:11]=[CH:12][CH:13]=1)[C:8]([OH:10])=[O:9])[CH3:4]. The yield is 0.940. (5) The product is [Cl:1][C:2]1[CH:3]=[CH:4][C:5]([CH:8]([C:10]2[N:11]([CH3:16])[C:12]([S:15][CH2:18][CH2:19][CH3:20])=[N:13][CH:14]=2)[OH:9])=[CH:6][CH:7]=1. The yield is 0.710. No catalyst specified. The reactants are [Cl:1][C:2]1[CH:7]=[CH:6][C:5]([CH:8]([C:10]2[N:11]([CH3:16])[C:12]([SH:15])=[N:13][CH:14]=2)[OH:9])=[CH:4][CH:3]=1.Br[CH2:18][CH2:19][CH3:20].